Dataset: Full USPTO retrosynthesis dataset with 1.9M reactions from patents (1976-2016). Task: Predict the reactants needed to synthesize the given product. (1) Given the product [CH2:21]([O:20][C:18]([C:17]1[N:10]=[C:8]([C:7]2[CH:11]=[CH:12][C:4]([O:3][C:2]([F:13])([F:14])[F:1])=[CH:5][CH:6]=2)[O:9][CH:16]=1)=[O:19])[CH3:22], predict the reactants needed to synthesize it. The reactants are: [F:1][C:2]([F:14])([F:13])[O:3][C:4]1[CH:12]=[CH:11][C:7]([C:8]([NH2:10])=[O:9])=[CH:6][CH:5]=1.Br[CH2:16][C:17](=O)[C:18]([O:20][CH2:21][CH3:22])=[O:19]. (2) Given the product [Cl:1][C:2]1[CH:3]=[CH:4][C:5]([C:6]2[N:8]3[C:9]([S:10][C:11]4[CH:16]=[CH:15][CH:14]=[CH:13][C:12]=43)=[C:28]([C:29]([O:31][CH3:32])=[O:30])[C:27]=2[C:33]([O:35][CH3:36])=[O:34])=[CH:19][CH:20]=1, predict the reactants needed to synthesize it. The reactants are: [Cl:1][C:2]1[CH:20]=[CH:19][C:5]([C:6]([N:8]2[C:12]3[CH:13]=[CH:14][CH:15]=[CH:16][C:11]=3[S:10][CH:9]2C#N)=O)=[CH:4][CH:3]=1.F[B-](F)(F)F.[H+].[C:27]([C:33]([O:35][CH3:36])=[O:34])#[C:28][C:29]([O:31][CH3:32])=[O:30]. (3) Given the product [F:33][C:31]([F:32])([F:34])[C:28]1[CH:29]=[CH:30][C:25]([CH2:24][O:23][C:20]2[CH:21]=[CH:22][C:17]([CH2:16][S:15][C:12]3[CH:13]=[CH:14][C:6]([O:5][CH2:4][C:3]([OH:35])=[O:2])=[C:7]4[C:11]=3[CH2:10][CH2:9][CH2:8]4)=[CH:18][CH:19]=2)=[CH:26][CH:27]=1, predict the reactants needed to synthesize it. The reactants are: C[O:2][C:3](=[O:35])[CH2:4][O:5][C:6]1[CH:14]=[CH:13][C:12]([S:15][CH2:16][C:17]2[CH:22]=[CH:21][C:20]([O:23][CH2:24][C:25]3[CH:30]=[CH:29][C:28]([C:31]([F:34])([F:33])[F:32])=[CH:27][CH:26]=3)=[CH:19][CH:18]=2)=[C:11]2[C:7]=1[CH2:8][CH2:9][CH2:10]2.[K+].[Br-]. (4) Given the product [CH:20]([C:23]1[CH:24]=[CH:25][C:26]([CH3:30])=[C:27]([NH:28][C:13](=[O:15])[CH2:12][N:11]2[C:10]3[CH:16]=[CH:17][CH:18]=[CH:19][C:9]=3[N:8]=[C:7]2[C:1]2[CH:2]=[CH:3][CH:4]=[CH:5][CH:6]=2)[CH:29]=1)([CH3:22])[CH3:21], predict the reactants needed to synthesize it. The reactants are: [C:1]1([C:7]2[N:11]([CH2:12][C:13]([OH:15])=O)[C:10]3[CH:16]=[CH:17][CH:18]=[CH:19][C:9]=3[N:8]=2)[CH:6]=[CH:5][CH:4]=[CH:3][CH:2]=1.[CH:20]([C:23]1[CH:24]=[CH:25][C:26]([CH3:30])=[C:27]([CH:29]=1)[NH2:28])([CH3:22])[CH3:21].CN(C(ON1N=NC2C=CC=NC1=2)=[N+](C)C)C.F[P-](F)(F)(F)(F)F. (5) Given the product [CH3:11][NH:10][C:8]1[NH:7][C:6]2[CH:12]=[C:2]([B:16]3[O:17][C:18]([CH3:20])([CH3:19])[C:14]([CH3:30])([CH3:13])[O:15]3)[CH:3]=[CH:4][C:5]=2[N:9]=1, predict the reactants needed to synthesize it. The reactants are: Br[C:2]1[CH:3]=[CH:4][C:5]2[N:9]=[C:8]([NH:10][CH3:11])[NH:7][C:6]=2[CH:12]=1.[CH3:13][C:14]1([CH3:30])[C:18]([CH3:20])([CH3:19])[O:17][B:16]([B:16]2[O:17][C:18]([CH3:20])([CH3:19])[C:14]([CH3:30])([CH3:13])[O:15]2)[O:15]1.C([O-])(=O)C.[K+]. (6) Given the product [NH2:9][C:3]1[N:4]=[CH:5][N:6]=[C:7]([O:10][CH:11]2[CH2:12][C:13]3([CH2:14][N:15]([C:17](=[O:19])/[CH:46]=[CH:45]/[CH2:44][N:43]([CH3:50])[CH3:42])[CH2:16]3)[CH2:24]2)[C:2]=1[C:29]1[CH:30]=[CH:31][C:26]([O:25][C:32]2[CH:37]=[CH:36][CH:35]=[CH:34][CH:33]=2)=[CH:27][CH:28]=1, predict the reactants needed to synthesize it. The reactants are: Cl[C:2]1[C:3]([NH2:9])=[N:4][CH:5]=[N:6][C:7]=1Cl.[OH:10][CH:11]1[CH2:24][C:13]2([CH2:16][N:15]([C:17]([O:19]C(C)(C)C)=O)[CH2:14]2)[CH2:12]1.[O:25]([C:32]1[CH:37]=[CH:36][C:35](B(O)O)=[CH:34][CH:33]=1)[C:26]1[CH:31]=[CH:30][CH:29]=[CH:28][CH:27]=1.Cl.[CH3:42][N:43]([CH3:50])[CH2:44]/[CH:45]=[CH:46]/C(O)=O. (7) Given the product [C:7]([O:11][C:12]([N:14]1[CH2:17][CH:16]([NH:18][C:19]2[CH:20]=[C:21]3[C:30](=[CH:31][C:32]=2[C:44]([C:46]([F:49])([F:48])[F:47])=[CH2:45])[O:29][CH2:28][C:27]2[N:22]3[CH:23]([CH3:35])[C:24](=[O:34])[NH:25][N:26]=2)[CH2:15]1)=[O:13])([CH3:10])([CH3:9])[CH3:8], predict the reactants needed to synthesize it. The reactants are: C([O-])([O-])=O.[K+].[K+].[C:7]([O:11][C:12]([N:14]1[CH2:17][CH:16]([NH:18][C:19]2[CH:20]=[C:21]3[C:30](=[CH:31][C:32]=2Br)[O:29][CH2:28][C:27]2[N:22]3[CH:23]([CH3:35])[C:24](=[O:34])[NH:25][N:26]=2)[CH2:15]1)=[O:13])([CH3:10])([CH3:9])[CH3:8].CC1(C)CC(C)OB([C:44]([C:46]([F:49])([F:48])[F:47])=[CH2:45])O1.CCOC(C)=O. (8) Given the product [CH2:1]([O:8][C@@:9]1([C:36]([F:38])([F:39])[F:37])[CH2:33][C@H:13]2[CH2:14][CH2:15][CH2:16][C:17]3[C:18](=[CH:19][C:20]4[CH:21]=[N:22][N:23]([C:26]5[CH:27]=[CH:28][C:29]([F:32])=[CH:30][CH:31]=5)[C:24]=4[CH:25]=3)[C@:12]2([CH2:34][NH:35][S:41]([CH3:40])(=[O:43])=[O:42])[CH2:11][CH2:10]1)[C:2]1[CH:7]=[CH:6][CH:5]=[CH:4][CH:3]=1, predict the reactants needed to synthesize it. The reactants are: [CH2:1]([O:8][C@@:9]1([C:36]([F:39])([F:38])[F:37])[CH2:33][C@H:13]2[CH2:14][CH2:15][CH2:16][C:17]3[C:18](=[CH:19][C:20]4[CH:21]=[N:22][N:23]([C:26]5[CH:31]=[CH:30][C:29]([F:32])=[CH:28][CH:27]=5)[C:24]=4[CH:25]=3)[C@:12]2([CH2:34][NH2:35])[CH2:11][CH2:10]1)[C:2]1[CH:7]=[CH:6][CH:5]=[CH:4][CH:3]=1.[CH3:40][S:41](Cl)(=[O:43])=[O:42]. (9) The reactants are: [C:1]([C:3]1[CH:8]=[CH:7][C:6]([NH:9][C:10]([CH:12]2[NH:16][CH:15]([CH2:17][C:18]([CH3:21])([CH3:20])[CH3:19])[C:14]3([C:29]4[C:24](=[CH:25][C:26]([Cl:31])=[CH:27][C:28]=4[F:30])[NH:23][C:22]3=[O:32])[CH:13]2[C:33]2[CH:38]=[CH:37][CH:36]=[C:35]([Cl:39])[C:34]=2[F:40])=[O:11])=[C:5]([F:41])[CH:4]=1)#[N:2].[OH:42]O.[OH-].[Na+]. Given the product [C:1]([C:3]1[CH:8]=[CH:7][C:6]([NH:9][C:10]([CH:12]2[NH:16][CH:15]([CH2:17][C:18]([CH3:21])([CH3:20])[CH3:19])[C:14]3([C:29]4[C:24](=[CH:25][C:26]([Cl:31])=[CH:27][C:28]=4[F:30])[NH:23][C:22]3=[O:32])[CH:13]2[C:33]2[CH:38]=[CH:37][CH:36]=[C:35]([Cl:39])[C:34]=2[F:40])=[O:11])=[C:5]([F:41])[CH:4]=1)(=[O:42])[NH2:2], predict the reactants needed to synthesize it.